From a dataset of Catalyst prediction with 721,799 reactions and 888 catalyst types from USPTO. Predict which catalyst facilitates the given reaction. (1) Product: [CH:19]1([NH:18][C:16]([C:11]2[N:10]=[N:9][N:8]([C:5]3[CH:6]=[CH:7][C:2]([NH:1][C:31](=[O:32])[C:30]([F:41])([F:40])[F:29])=[CH:3][CH:4]=3)[C:12]=2[CH2:13][CH2:14][CH3:15])=[O:17])[CH2:20][CH2:21]1. Reactant: [NH2:1][C:2]1[CH:7]=[CH:6][C:5]([N:8]2[C:12]([CH2:13][CH2:14][CH3:15])=[C:11]([C:16]([NH:18][CH:19]3[CH2:21][CH2:20]3)=[O:17])[N:10]=[N:9]2)=[CH:4][CH:3]=1.C(N(CC)CC)C.[F:29][C:30]([F:41])([F:40])[C:31](O[C:31](=[O:32])[C:30]([F:41])([F:40])[F:29])=[O:32]. The catalyst class is: 4. (2) Reactant: C(Cl)(=O)C(Cl)=O.[CH3:7][O:8][C:9](=[O:22])[C:10]1[CH:15]=[CH:14][C:13]([CH2:16][CH2:17][C:18]([OH:20])=O)=[C:12]([CH3:21])[CH:11]=1.CCN(C(C)C)C(C)C.[C:32]([O:36][C:37](=[O:49])[N:38]([CH:46]1[CH2:48][CH2:47]1)[CH2:39][CH:40]1[CH2:45][CH2:44][NH:43][CH2:42][CH2:41]1)([CH3:35])([CH3:34])[CH3:33]. Product: [CH3:7][O:8][C:9](=[O:22])[C:10]1[CH:15]=[CH:14][C:13]([CH2:16][CH2:17][C:18]([N:43]2[CH2:42][CH2:41][CH:40]([CH2:39][N:38]([C:37]([O:36][C:32]([CH3:35])([CH3:34])[CH3:33])=[O:49])[CH:46]3[CH2:48][CH2:47]3)[CH2:45][CH2:44]2)=[O:20])=[C:12]([CH3:21])[CH:11]=1. The catalyst class is: 139.